This data is from Experimental lipophilicity measurements (octanol/water distribution) for 4,200 compounds from AstraZeneca. The task is: Regression/Classification. Given a drug SMILES string, predict its absorption, distribution, metabolism, or excretion properties. Task type varies by dataset: regression for continuous measurements (e.g., permeability, clearance, half-life) or binary classification for categorical outcomes (e.g., BBB penetration, CYP inhibition). For this dataset (lipophilicity_astrazeneca), we predict Y. The molecule is CCn1c(SCC(=O)Nc2c(C#N)cnn2-c2ccccc2)nnc1-c1cccs1. The Y is 2.10 logD.